Dataset: Forward reaction prediction with 1.9M reactions from USPTO patents (1976-2016). Task: Predict the product of the given reaction. The product is: [CH:1]1([N:4]2[CH:8]=[C:7]([C:9]3[C:18]([O:19][CH2:20][CH3:21])=[CH:17][C:12]([C:13]([OH:15])=[O:14])=[CH:11][C:10]=3[O:22][CH2:23][CH3:24])[CH:6]=[N:5]2)[CH2:2][CH2:3]1. Given the reactants [CH:1]1([N:4]2[CH:8]=[C:7]([C:9]3[C:18]([O:19][CH2:20][CH3:21])=[CH:17][C:12]([C:13]([O:15]C)=[O:14])=[CH:11][C:10]=3[O:22][CH2:23][CH3:24])[CH:6]=[N:5]2)[CH2:3][CH2:2]1.[OH-].[Na+], predict the reaction product.